The task is: Predict the reaction yield, written as a fraction of the theoretical maximum amount of product (1.0 means a 100% yield; for example, 0.34 means a 34% yield).. This data is from Reaction yield outcomes from USPTO patents with 853,638 reactions. (1) The reactants are [CH3:1][C:2]1[CH:3]=[C:4]([CH:26]=[CH:27][C:28]=1[OH:29])[NH:5][C:6]1[C:15]2[C:10](=[CH:11][C:12]([O:24][CH3:25])=[CH:13][C:14]=2[O:16][CH:17]2[CH2:22][CH2:21][N:20]([CH3:23])[CH2:19][CH2:18]2)[N:9]=[CH:8][N:7]=1.[F:30][C:31]1[CH:38]=[CH:37][CH:36]=[C:35]([F:39])[C:32]=1[CH2:33]Cl. No catalyst specified. The product is [F:30][C:31]1[CH:38]=[CH:37][CH:36]=[C:35]([F:39])[C:32]=1[CH2:33][O:29][C:28]1[CH:27]=[CH:26][C:4]([NH:5][C:6]2[C:15]3[C:10](=[CH:11][C:12]([O:24][CH3:25])=[CH:13][C:14]=3[O:16][CH:17]3[CH2:22][CH2:21][N:20]([CH3:23])[CH2:19][CH2:18]3)[N:9]=[CH:8][N:7]=2)=[CH:3][C:2]=1[CH3:1]. The yield is 0.810. (2) The reactants are C1([C:7](=[N:14]CCCO)C2C=CC=CC=2)C=CC=CC=1.C1(P(C2C=CC=CC=2)C2C=CC=CC=2)C=CC=CC=1.N(C(OC(C)C)=O)=NC(OC(C)C)=O.[Cl:52][C:53]1[CH:54]=[C:55]([N:60]2[C:64](=[O:65])[O:63][N:62]=[C:61]2[C:66]2[C:67]([NH:71][C:72](=O)[C:73](F)(F)F)=[N:68][O:69][N:70]=2)[CH:56]=[CH:57][C:58]=1[F:59].[F:78][C:79]([F:84])([F:83])[C:80]([OH:82])=[O:81]. The catalyst is O1CCCC1. The product is [F:78][C:79]([F:84])([F:83])[C:80]([OH:82])=[O:81].[NH2:14][CH2:7][CH2:73][CH2:72][NH:71][C:67]1[C:66]([C:61]2[N:60]([C:55]3[CH:56]=[CH:57][C:58]([F:59])=[C:53]([Cl:52])[CH:54]=3)[C:64](=[O:65])[O:63][N:62]=2)=[N:70][O:69][N:68]=1. The yield is 0.150.